Dataset: Forward reaction prediction with 1.9M reactions from USPTO patents (1976-2016). Task: Predict the product of the given reaction. (1) The product is: [Cl:15][C:4]1[CH:5]=[C:6]2[C:10](=[C:2]([C:22]3[CH:21]=[CH:20][C:19]([O:18][C:17]([F:16])([F:28])[F:29])=[CH:24][CH:23]=3)[CH:3]=1)[NH:9][C:8]([C:11]([NH2:13])=[O:12])=[C:7]2[CH3:14]. Given the reactants Br[C:2]1[CH:3]=[C:4]([Cl:15])[CH:5]=[C:6]2[C:10]=1[NH:9][C:8]([C:11]([NH2:13])=[O:12])=[C:7]2[CH3:14].[F:16][C:17]([F:29])([F:28])[O:18][C:19]1[CH:24]=[CH:23][C:22](B(O)O)=[CH:21][CH:20]=1, predict the reaction product. (2) Given the reactants C(O[C:6](=[O:21])[N:7]([CH2:13][C:14]1[CH:19]=[CH:18][CH:17]=[CH:16][C:15]=1[F:20])[N:8]1[CH:12]=[CH:11][CH:10]=[CH:9]1)(C)(C)C.[CH2:22]([O:24][C:25](=[O:37])[CH:26](C(OCC)=O)[C:27](OCC)=[O:28])[CH3:23], predict the reaction product. The product is: [CH2:22]([O:24][C:25]([C:26]1[C:6](=[O:21])[N:7]([CH2:13][C:14]2[CH:19]=[CH:18][CH:17]=[CH:16][C:15]=2[F:20])[N:8]2[CH:9]=[CH:10][CH:11]=[C:12]2[C:27]=1[OH:28])=[O:37])[CH3:23]. (3) Given the reactants [S:1](Cl)([C:4]1[C:16]2[CH:15]=[CH:14][CH:13]=[C:9]([N:10]([CH3:12])[CH3:11])[C:8]=2[CH:7]=[CH:6][CH:5]=1)(=[O:3])=[O:2].[Br:18][C:19]1[C:20]([CH3:36])=[N:21][O:22][C:23]=1[NH:24][S:25]([C:28]1[CH:32]=[CH:31][S:30][C:29]=1[C:33]([NH2:35])=[O:34])(=[O:27])=[O:26].[H-].[Na+], predict the reaction product. The product is: [Br:18][C:19]1[C:20]([CH3:36])=[N:21][O:22][C:23]=1[NH:24][S:25]([C:28]1[CH:32]=[CH:31][S:30][C:29]=1[C:33]([NH:35][S:1]([C:4]1[C:16]2[C:8](=[C:9]([N:10]([CH3:12])[CH3:11])[CH:13]=[CH:14][CH:15]=2)[CH:7]=[CH:6][CH:5]=1)(=[O:3])=[O:2])=[O:34])(=[O:27])=[O:26]. (4) Given the reactants Br[C:2]1[CH:3]=[C:4]([CH:8]=[CH:9][C:10]=1[OH:11])[C:5]([OH:7])=[O:6].[C:12]1(B(O)O)[CH:17]=[CH:16][CH:15]=[CH:14][CH:13]=1.C(=O)([O-])[O-].[Cs+].[Cs+].Cl, predict the reaction product. The product is: [C:12]1([C:2]2[CH:3]=[C:4]([CH:8]=[CH:9][C:10]=2[OH:11])[C:5]([OH:7])=[O:6])[CH:17]=[CH:16][CH:15]=[CH:14][CH:13]=1. (5) Given the reactants [F:1][C:2]([F:43])([F:42])[C:3]([C:9]1[CH:38]=[CH:37][C:12]([O:13][C:14]2[CH:15]=[C:16]([CH:34]=[CH:35][CH:36]=2)[CH2:17][N:18]2[C:22](=[O:23])[C:21]([CH3:32])([C:24]3[CH:25]=[N:26][C:27]([S:30][CH3:31])=[CH:28][CH:29]=3)[NH:20][C:19]2=[O:33])=[C:11]([CH2:39][CH2:40][CH3:41])[CH:10]=1)([OH:8])[C:4]([F:7])([F:6])[F:5].[OH:44]O.O, predict the reaction product. The product is: [F:5][C:4]([F:7])([F:6])[C:3]([C:9]1[CH:38]=[CH:37][C:12]([O:13][C:14]2[CH:15]=[C:16]([CH:34]=[CH:35][CH:36]=2)[CH2:17][N:18]2[C:22](=[O:23])[C:21]([CH3:32])([C:24]3[CH:25]=[N:26][C:27]([S:30]([CH3:31])=[O:44])=[CH:28][CH:29]=3)[NH:20][C:19]2=[O:33])=[C:11]([CH2:39][CH2:40][CH3:41])[CH:10]=1)([OH:8])[C:2]([F:1])([F:42])[F:43]. (6) Given the reactants [CH3:1][O:2][C:3]1[N:8]=[C:7]([CH3:9])[C:6]([O:10]COC)=[C:5]([CH:14]=[O:15])[CH:4]=1.Cl.C([O-])([O-])=O.[K+].[K+], predict the reaction product. The product is: [OH:10][C:6]1[C:7]([CH3:9])=[N:8][C:3]([O:2][CH3:1])=[CH:4][C:5]=1[CH:14]=[O:15]. (7) Given the reactants [C:1](Cl)(=O)C.[S:5]1[CH:9]=[CH:8][C:7]2[CH:10]=[CH:11][CH:12]=[C:13]([C:14]([OH:16])=[O:15])[C:6]1=2, predict the reaction product. The product is: [CH3:1][O:15][C:14]([C:13]1[C:6]2[S:5][CH:9]=[CH:8][C:7]=2[CH:10]=[CH:11][CH:12]=1)=[O:16]. (8) The product is: [F:9][C:4]1[C:3]([N+:10]([O-:12])=[O:11])=[C:2]([CH:7]=[C:6]([F:8])[CH:5]=1)[NH:16][C:15]1[CH:17]=[CH:18][C:19]([I:21])=[CH:20][C:14]=1[F:13]. Given the reactants F[C:2]1[CH:7]=[C:6]([F:8])[CH:5]=[C:4]([F:9])[C:3]=1[N+:10]([O-:12])=[O:11].[F:13][C:14]1[CH:20]=[C:19]([I:21])[CH:18]=[CH:17][C:15]=1[NH2:16].C[Si](C)(C)[N-][Si](C)(C)C.[Li+], predict the reaction product. (9) Given the reactants C([O-])(=O)C.[K+].[B:15]1([B:15]2[O:19][C:18]([CH3:21])([CH3:20])[C:17]([CH3:23])([CH3:22])[O:16]2)[O:19][C:18]([CH3:21])([CH3:20])[C:17]([CH3:23])([CH3:22])[O:16]1.Br[C:25]1[CH:26]=[C:27]([CH:32]=[C:33]([C:35]([N:37]([CH2:41][CH2:42][CH3:43])[CH2:38][CH2:39][CH3:40])=[O:36])[CH:34]=1)[C:28]([O:30][CH3:31])=[O:29], predict the reaction product. The product is: [CH2:41]([N:37]([CH2:38][CH2:39][CH3:40])[C:35]([C:33]1[CH:32]=[C:27]([CH:26]=[C:25]([B:15]2[O:16][C:17]([CH3:22])([CH3:23])[C:18]([CH3:20])([CH3:21])[O:19]2)[CH:34]=1)[C:28]([O:30][CH3:31])=[O:29])=[O:36])[CH2:42][CH3:43].